The task is: Predict the reactants needed to synthesize the given product.. This data is from Full USPTO retrosynthesis dataset with 1.9M reactions from patents (1976-2016). (1) Given the product [CH:6]([N:10]1[C:18]2[CH:17]=[C:16]([Cl:19])[N:15]=[CH:14][C:13]=2[C:12]([NH:20][CH2:21][CH2:22][NH:23][C:3](=[O:4])[CH2:2][Cl:1])=[N:11]1)([CH2:8][CH3:9])[CH3:7], predict the reactants needed to synthesize it. The reactants are: [Cl:1][CH2:2][C:3](Cl)=[O:4].[CH:6]([N:10]1[C:18]2[CH:17]=[C:16]([Cl:19])[N:15]=[CH:14][C:13]=2[C:12]([NH:20][CH2:21][CH2:22][NH2:23])=[N:11]1)([CH2:8][CH3:9])[CH3:7].C(N(CC)CC)C. (2) Given the product [C:1]([O:5][C:6](=[O:32])[NH:7][C@H:8]1[CH2:13][N:12]2[C:14]3[N:20]=[C:19]([CH3:21])[CH:18]=[CH:17][C:15]=3[N:16]=[C:11]2[CH2:10][C@@H:9]1[C:23]1[CH:28]=[C:27]([F:29])[C:26]([F:30])=[CH:25][C:24]=1[F:31])([CH3:4])([CH3:2])[CH3:3], predict the reactants needed to synthesize it. The reactants are: [C:1]([O:5][C:6](=[O:32])[NH:7][C@H:8]1[CH2:13][N:12]2[C:14]3[N:20]=[C:19]([CH3:21])[CH:18]=[C:17](Cl)[C:15]=3[N:16]=[C:11]2[CH2:10][C@@H:9]1[C:23]1[CH:28]=[C:27]([F:29])[C:26]([F:30])=[CH:25][C:24]=1[F:31])([CH3:4])([CH3:3])[CH3:2]. (3) Given the product [C:1]([O:5][C@@H:6]([C:11]1[C:40]([CH3:41])=[C:39]([CH2:42][OH:43])[C:38]2=[N:44][C:35]3=[C:36]([Cl:93])[N:37]2[C:12]=1[N:13]1[CH2:14][CH2:15][C:16]([CH3:50])([O:17][CH2:18][CH2:19][CH2:20][CH2:21][C@H:22]([CH3:47])[O:23][C:24]2[CH:25]=[CH:26][C:27]([F:46])=[CH:28][C:29]=2[C:30]2[CH:45]=[C:34]3[CH:33]=[CH:32][CH:31]=2)[CH2:48][CH2:49]1)[C:7]([O:9][CH3:10])=[O:8])([CH3:4])([CH3:2])[CH3:3], predict the reactants needed to synthesize it. The reactants are: [C:1]([O:5][C@@H:6]([C:11]1[C:40]([CH3:41])=[C:39]([CH2:42][OH:43])[C:38]2=[N:44][C:35]3=[CH:36][N:37]2[C:12]=1[N:13]1[CH2:49][CH2:48][C:16]([CH3:50])([O:17][CH2:18][CH2:19][CH2:20][CH2:21][C@H:22]([CH3:47])[O:23][C:24]2[CH:25]=[CH:26][C:27]([F:46])=[CH:28][C:29]=2[C:30]2[CH:45]=[C:34]3[CH:33]=[CH:32][CH:31]=2)[CH2:15][CH2:14]1)[C:7]([O:9][CH3:10])=[O:8])([CH3:4])([CH3:3])[CH3:2].C(O[C@@H](C1C(C)=CC2=NC3=C([Cl:93])N2C=1N1CCC(C)(OCCCC[C@H](C)OC2C=C(C)C(F)=CC=2C2C=C3C=CC=2)CC1)C(OC)=O)(C)(C)C. (4) Given the product [CH3:29][C:25]1[CH:26]=[CH:27][CH:28]=[C:3]([CH3:2])[C:4]=1/[CH:5]=[CH:30]\[CH:32]1[CH2:37][CH2:36][N:35]([C:38]([O:40][C:41]([CH3:42])([CH3:44])[CH3:43])=[O:39])[CH2:34][CH2:33]1.[CH3:29][C:25]1[CH:26]=[CH:27][CH:28]=[C:3]([CH3:2])[C:4]=1/[CH:5]=[CH:30]/[CH:32]1[CH2:37][CH2:36][N:35]([C:38]([O:40][C:41]([CH3:42])([CH3:44])[CH3:43])=[O:39])[CH2:34][CH2:33]1, predict the reactants needed to synthesize it. The reactants are: [Cl-].[CH3:2][C:3]1[CH:28]=[CH:27][CH:26]=[C:25]([CH3:29])[C:4]=1[CH2:5][P+](C1C=CC=CC=1)(C1C=CC=CC=1)C1C=CC=CC=1.[CH:30]([CH:32]1[CH2:37][CH2:36][N:35]([C:38]([O:40][C:41]([CH3:44])([CH3:43])[CH3:42])=[O:39])[CH2:34][CH2:33]1)=O. (5) Given the product [N:20]1[CH:25]=[CH:24][CH:23]=[CH:22][C:21]=1/[CH:26]=[CH:1]/[P:10](=[O:17])([O:11][CH2:12][CH3:13])[O:14][CH2:15][CH3:16], predict the reactants needed to synthesize it. The reactants are: [CH2:1]([P:10](=[O:17])([O:14][CH2:15][CH3:16])[O:11][CH2:12][CH3:13])P(=O)(OCC)OCC.[H-].[Na+].[N:20]1[CH:25]=[CH:24][CH:23]=[CH:22][C:21]=1[CH:26]=O.O. (6) Given the product [NH2:3][C:4]1[C:5]2[C:12]([C:13]3[CH:14]=[CH:15][C:16]([O:19][C:20]4[CH:25]=[CH:24][CH:23]=[CH:22][CH:21]=4)=[CH:17][CH:18]=3)=[CH:11][N:10]([CH:27]([CH3:33])[C:28]([O:30][CH2:31][CH3:32])=[O:29])[C:6]=2[N:7]=[CH:8][N:9]=1, predict the reactants needed to synthesize it. The reactants are: [H-].[Na+].[NH2:3][C:4]1[C:5]2[C:12]([C:13]3[CH:18]=[CH:17][C:16]([O:19][C:20]4[CH:25]=[CH:24][CH:23]=[CH:22][CH:21]=4)=[CH:15][CH:14]=3)=[CH:11][NH:10][C:6]=2[N:7]=[CH:8][N:9]=1.Br[CH:27]([CH3:33])[C:28]([O:30][CH2:31][CH3:32])=[O:29].